Dataset: Forward reaction prediction with 1.9M reactions from USPTO patents (1976-2016). Task: Predict the product of the given reaction. (1) Given the reactants C([O:4][C@H:5]1[C:14]2[N+:13]([O-:15])=[CH:12][CH:11]=[CH:10][C:9]=2[C@H:8]([C:16]2[CH:21]=[CH:20][C:19]([F:22])=[CH:18][CH:17]=2)[C@@H:7]([O:23][C@@H:24]([C:26]2[CH:31]=[C:30]([C:32]([F:35])([F:34])[F:33])[CH:29]=[C:28]([C:36]([F:39])([F:38])[F:37])[CH:27]=2)[CH3:25])[CH2:6]1)(=O)C.[Li+].[OH-], predict the reaction product. The product is: [F:39][C:36]([F:37])([F:38])[C:28]1[CH:27]=[C:26]([C@H:24]([O:23][C@H:7]2[CH2:6][C@@H:5]([OH:4])[C:14]3[N+:13]([O-:15])=[CH:12][CH:11]=[CH:10][C:9]=3[C@@H:8]2[C:16]2[CH:17]=[CH:18][C:19]([F:22])=[CH:20][CH:21]=2)[CH3:25])[CH:31]=[C:30]([C:32]([F:33])([F:34])[F:35])[CH:29]=1. (2) Given the reactants Cl[C:2]1[N:7]=[CH:6][C:5]2[C:8]([NH:14][C:15](=[O:17])[CH3:16])=[CH:9][N:10]([CH:11]([CH3:13])[CH3:12])[C:4]=2[CH:3]=1.[CH:18]1([S:21]([N:24]2[CH:28]=[C:27]([C:29]3[N:34]=[C:33]([NH2:35])[CH:32]=[CH:31][N:30]=3)[CH:26]=[N:25]2)(=[O:23])=[O:22])[CH2:20][CH2:19]1.C1(P(C2CCCCC2)C2C=CC=CC=2C2C(C(C)C)=CC(C(C)C)=CC=2C(C)C)CCCCC1.C(=O)([O-])[O-].[Cs+].[Cs+], predict the reaction product. The product is: [CH:18]1([S:21]([N:24]2[CH:28]=[C:27]([C:29]3[N:34]=[C:33]([NH:35][C:2]4[N:7]=[CH:6][C:5]5[C:8]([NH:14][C:15](=[O:17])[CH3:16])=[CH:9][N:10]([CH:11]([CH3:13])[CH3:12])[C:4]=5[CH:3]=4)[CH:32]=[CH:31][N:30]=3)[CH:26]=[N:25]2)(=[O:22])=[O:23])[CH2:20][CH2:19]1. (3) Given the reactants [CH3:1][O:2][CH2:3][C:4]1[S:8][C:7]2=[N:9][C:10]([C:14]([F:17])([F:16])[F:15])=[C:11]([CH2:12]O)[N:6]2[N:5]=1.C1(C)C=CC(S(O)(=O)=O)=CC=1.[F:29][C:30]([F:40])([F:39])[CH2:31][CH2:32][CH:33]1[CH2:37][NH:36][C:35](=[O:38])[NH:34]1, predict the reaction product. The product is: [CH3:1][O:2][CH2:3][C:4]1[S:8][C:7]2=[N:9][C:10]([C:14]([F:17])([F:16])[F:15])=[C:11]([CH2:12][N:36]3[CH2:37][CH:33]([CH2:32][CH2:31][C:30]([F:39])([F:40])[F:29])[NH:34][C:35]3=[O:38])[N:6]2[N:5]=1. (4) Given the reactants [N:1]1([C:7]2[N:12]=[CH:11][C:10]([C:13]3[CH:14]=[N:15][NH:16][C:17]=3[NH2:18])=[CH:9][CH:8]=2)[CH2:6][CH2:5][CH2:4][CH2:3][CH2:2]1.O=[C:20]([C:26]1[CH:31]=[CH:30][CH:29]=[CH:28][CH:27]=1)[CH2:21][C:22](OC)=[O:23], predict the reaction product. The product is: [C:26]1([C:20]2[NH:18][C:17]3[N:16]([N:15]=[CH:14][C:13]=3[C:10]3[CH:11]=[N:12][C:7]([N:1]4[CH2:6][CH2:5][CH2:4][CH2:3][CH2:2]4)=[CH:8][CH:9]=3)[C:22](=[O:23])[CH:21]=2)[CH:31]=[CH:30][CH:29]=[CH:28][CH:27]=1. (5) Given the reactants C([O:3][C:4](=O)[C:5]1[CH:10]=[C:9]([C:11]2[C:12]([Cl:37])=[C:13]3[C:19]([C:20]4[CH:25]=[C:24]([F:26])[CH:23]=[CH:22][C:21]=4[O:27][CH3:28])=[CH:18][N:17]([CH2:29][O:30][CH2:31][CH2:32][Si:33]([CH3:36])([CH3:35])[CH3:34])[C:14]3=[N:15][CH:16]=2)[CH:8]=[N:7][CH:6]=1)C.[OH-].[K+].Cl.[CH:42]([N:45](C(C)C)[CH2:46]C)(C)C.F[P-](F)(F)(F)(F)F.N1(OC(N(C)C)=[N+](C)C)C2N=CC=CC=2N=N1.CNC.C(O)(=O)CC(CC(O)=O)(C(O)=O)O, predict the reaction product. The product is: [Cl:37][C:12]1[C:11]([C:9]2[CH:8]=[N:7][CH:6]=[C:5]([CH:10]=2)[C:4]([N:45]([CH3:46])[CH3:42])=[O:3])=[CH:16][N:15]=[C:14]2[N:17]([CH2:29][O:30][CH2:31][CH2:32][Si:33]([CH3:36])([CH3:34])[CH3:35])[CH:18]=[C:19]([C:20]3[CH:25]=[C:24]([F:26])[CH:23]=[CH:22][C:21]=3[O:27][CH3:28])[C:13]=12.